This data is from Ames mutagenicity test results for genotoxicity prediction. The task is: Regression/Classification. Given a drug SMILES string, predict its toxicity properties. Task type varies by dataset: regression for continuous values (e.g., LD50, hERG inhibition percentage) or binary classification for toxic/non-toxic outcomes (e.g., AMES mutagenicity, cardiotoxicity, hepatotoxicity). Dataset: ames. The drug is N#C[C@@H](O)c1ccccc1. The result is 0 (non-mutagenic).